From a dataset of Forward reaction prediction with 1.9M reactions from USPTO patents (1976-2016). Predict the product of the given reaction. Given the reactants Cl[C:2]1[CH:7]=[C:6]([NH:8][C:9]2[CH:13]=[C:12]([CH:14]3[CH2:16][CH2:15]3)[NH:11][N:10]=2)[C:5]([N+:17]([O-:19])=[O:18])=[CH:4][N:3]=1.[F:20][C:21]1[CH:26]=[CH:25][C:24]([C@@H:27]([NH2:29])[CH3:28])=[CH:23][CH:22]=1.CCN(C(C)C)C(C)C, predict the reaction product. The product is: [CH:14]1([C:12]2[NH:11][N:10]=[C:9]([NH:8][C:6]3[C:5]([N+:17]([O-:19])=[O:18])=[CH:4][N:3]=[C:2]([NH:29][C@H:27]([C:24]4[CH:25]=[CH:26][C:21]([F:20])=[CH:22][CH:23]=4)[CH3:28])[CH:7]=3)[CH:13]=2)[CH2:16][CH2:15]1.